From a dataset of Peptide-MHC class I binding affinity with 185,985 pairs from IEDB/IMGT. Regression. Given a peptide amino acid sequence and an MHC pseudo amino acid sequence, predict their binding affinity value. This is MHC class I binding data. (1) The peptide sequence is CASSSDWFY. The MHC is HLA-B15:01 with pseudo-sequence HLA-B15:01. The binding affinity (normalized) is 0.0847. (2) The peptide sequence is DVVPMVTQM. The MHC is HLA-A26:01 with pseudo-sequence HLA-A26:01. The binding affinity (normalized) is 0.844. (3) The peptide sequence is TIEGRKVMLY. The MHC is HLA-A23:01 with pseudo-sequence HLA-A23:01. The binding affinity (normalized) is 0. (4) The peptide sequence is VFFGYFASHF. The MHC is HLA-A01:01 with pseudo-sequence HLA-A01:01. The binding affinity (normalized) is 0.125. (5) The peptide sequence is DYQGKTVWF. The MHC is HLA-A23:01 with pseudo-sequence HLA-A23:01. The binding affinity (normalized) is 0.382. (6) The peptide sequence is LLWAARPRL. The MHC is HLA-A24:02 with pseudo-sequence HLA-A24:02. The binding affinity (normalized) is 0.204. (7) The peptide sequence is INQPFITM. The MHC is H-2-Db with pseudo-sequence H-2-Db. The binding affinity (normalized) is 0.353. (8) The peptide sequence is KYTSFPWLL. The MHC is HLA-A24:02 with pseudo-sequence HLA-A24:02. The binding affinity (normalized) is 0.923. (9) The MHC is Patr-B0101 with pseudo-sequence Patr-B0101. The peptide sequence is YKGDFDSVI. The binding affinity (normalized) is 0.304. (10) The peptide sequence is IINFTISMRY. The MHC is HLA-A31:01 with pseudo-sequence HLA-A31:01. The binding affinity (normalized) is 0.329.